This data is from Forward reaction prediction with 1.9M reactions from USPTO patents (1976-2016). The task is: Predict the product of the given reaction. (1) Given the reactants Br[C:2]1[CH:7]=[CH:6][C:5]([F:8])=[C:4]([N+:9]([O-:11])=[O:10])[CH:3]=1.[CH3:12][O:13][C:14]1[CH:15]=[C:16](B(O)O)[CH:17]=[CH:18][CH:19]=1.C(=O)([O-])[O-].[Na+].[Na+].C1(C)C=CC=CC=1, predict the reaction product. The product is: [F:8][C:5]1[CH:6]=[CH:7][C:2]([C:18]2[CH:17]=[CH:16][CH:15]=[C:14]([O:13][CH3:12])[CH:19]=2)=[CH:3][C:4]=1[N+:9]([O-:11])=[O:10]. (2) Given the reactants [F:1][C:2]1[CH:3]=[N:4][C:5]2[C:10]([C:11]=1[CH:12]([OH:31])[CH:13]([C:15]13[CH2:22][CH2:21][C:18]([NH:23][C:24](=[O:30])[O:25][C:26]([CH3:29])([CH3:28])[CH3:27])([CH2:19][CH2:20]1)[CH2:17][O:16]3)[OH:14])=[N:9][C:8]([O:32][CH3:33])=[CH:7][CH:6]=2.C(N(CC)CC)C.Cl[C:42](Cl)([O:44]C(=O)OC(Cl)(Cl)Cl)Cl, predict the reaction product. The product is: [F:1][C:2]1[CH:3]=[N:4][C:5]2[C:10]([C:11]=1[CH:12]1[O:31][C:42](=[O:44])[O:14][CH:13]1[C:15]13[CH2:20][CH2:19][C:18]([NH:23][C:24](=[O:30])[O:25][C:26]([CH3:28])([CH3:29])[CH3:27])([CH2:21][CH2:22]1)[CH2:17][O:16]3)=[N:9][C:8]([O:32][CH3:33])=[CH:7][CH:6]=2. (3) Given the reactants CCCCCC.[Li]CCCC.[S:12]1[CH:16]=[CH:15][CH:14]=[CH:13]1.CN(C)CCN(C)C.[CH3:25][Sn:26](Cl)([CH3:28])[CH3:27], predict the reaction product. The product is: [CH3:25][Sn:26]([CH3:28])([CH3:27])[C:13]1[S:12][C:16]([Sn:26]([CH3:28])([CH3:27])[CH3:25])=[CH:15][CH:14]=1. (4) Given the reactants C(O)(C(F)(F)F)=O.[CH3:8][O:9][C:10]1[CH:11]=[C:12]([NH:28][C:29]2[CH:34]=[C:33]([O:35][C:36]3[C:45]4[C:40](=[CH:41][CH:42]=[CH:43][CH:44]=4)[C:39]([NH:46]C(=O)OC(C)(C)C)=[CH:38][CH:37]=3)[CH:32]=[CH:31][N:30]=2)[CH:13]=[CH:14][C:15]=1[C:16](=[O:27])[NH:17][CH2:18][CH2:19][N:20]1[CH2:25][CH2:24][S:23](=[O:26])[CH2:22][CH2:21]1, predict the reaction product. The product is: [NH2:46][C:39]1[C:40]2[C:45](=[CH:44][CH:43]=[CH:42][CH:41]=2)[C:36]([O:35][C:33]2[CH:32]=[CH:31][N:30]=[C:29]([NH:28][C:12]3[CH:13]=[CH:14][C:15]([C:16]([NH:17][CH2:18][CH2:19][N:20]4[CH2:25][CH2:24][S:23](=[O:26])[CH2:22][CH2:21]4)=[O:27])=[C:10]([O:9][CH3:8])[CH:11]=3)[CH:34]=2)=[CH:37][CH:38]=1. (5) Given the reactants C(O[CH:4](O)[C:5]([C:7]1[CH:8]=[C:9]([NH:13][S:14]([C:17]2[CH:22]=[CH:21][CH:20]=[CH:19][CH:18]=2)(=[O:16])=[O:15])[CH:10]=[CH:11][CH:12]=1)=[O:6])C.[CH3:24][C:25]([NH2:42])([CH3:41])[CH2:26][CH2:27][N:28]1[C:32]2[CH:33]=[C:34]3[C:39](=[CH:40][C:31]=2[N:30]=[CH:29]1)[CH:38]=[CH:37][CH:36]=[CH:35]3.[BH4-].[Na+].[F:45][C:46]([F:51])([F:50])[C:47]([OH:49])=[O:48], predict the reaction product. The product is: [F:45][C:46]([F:51])([F:50])[C:47]([OH:49])=[O:48].[CH3:41][C:25]([NH:42][CH2:4][CH:5]([C:7]1[CH:8]=[C:9]([NH:13][S:14]([C:17]2[CH:18]=[CH:19][CH:20]=[CH:21][CH:22]=2)(=[O:15])=[O:16])[CH:10]=[CH:11][CH:12]=1)[OH:6])([CH3:24])[CH2:26][CH2:27][N:28]1[C:32]2[CH:33]=[C:34]3[C:39](=[CH:40][C:31]=2[N:30]=[CH:29]1)[CH:38]=[CH:37][CH:36]=[CH:35]3. (6) Given the reactants [O:1]1[CH2:6][CH2:5][CH:4]([OH:7])[CH2:3][CH2:2]1.C1COCC1.[H-].[Na+].[Br:15][C:16]1[CH:17]=[N:18][C:19](Cl)=[N:20][CH:21]=1, predict the reaction product. The product is: [Br:15][C:16]1[CH:17]=[N:18][C:19]([O:7][CH:4]2[CH2:5][CH2:6][O:1][CH2:2][CH2:3]2)=[N:20][CH:21]=1. (7) Given the reactants [I:1]N1C(=O)CCC1=O.[O:9]1[CH:13]=[CH:12][CH2:11][CH2:10]1.[CH2:14]([OH:17])[C:15]#[CH:16].O, predict the reaction product. The product is: [CH2:14]([O:17][C@H:13]1[C@H:12]([I:1])[CH2:11][CH2:10][O:9]1)[C:15]#[CH:16].